This data is from Reaction yield outcomes from USPTO patents with 853,638 reactions. The task is: Predict the reaction yield, written as a fraction of the theoretical maximum amount of product (1.0 means a 100% yield; for example, 0.34 means a 34% yield). (1) The reactants are [OH-].[Li+].[CH2:3]([O:5][C@@H:6]([CH2:12][C:13]1[CH:18]=[CH:17][C:16]([CH2:19][CH2:20][O:21][C:22]2[CH:27]=[CH:26][C:25]([O:28][S:29]([CH3:32])(=[O:31])=[O:30])=[CH:24][CH:23]=2)=[CH:15][CH:14]=1)[C:7]([O:9]CC)=[O:8])[CH3:4].Cl. The catalyst is C1COCC1.O. The product is [CH2:3]([O:5][C@@H:6]([CH2:12][C:13]1[CH:14]=[CH:15][C:16]([CH2:19][CH2:20][O:21][C:22]2[CH:23]=[CH:24][C:25]([O:28][S:29]([CH3:32])(=[O:31])=[O:30])=[CH:26][CH:27]=2)=[CH:17][CH:18]=1)[C:7]([OH:9])=[O:8])[CH3:4]. The yield is 0.830. (2) The reactants are [N:1]([O-])=O.[Na+].[Cl:5][C:6]1[N:11]=[C:10]([NH:12][CH3:13])[C:9]([NH2:14])=[CH:8][CH:7]=1.[OH-].[Na+]. The catalyst is Cl. The product is [Cl:5][C:6]1[N:11]=[C:10]2[N:12]([CH3:13])[N:1]=[N:14][C:9]2=[CH:8][CH:7]=1. The yield is 0.640. (3) The reactants are Br[C:2]1[O:6][C:5]([C:7]([O:9][CH3:10])=[O:8])=[CH:4][CH:3]=1.C(=O)([O-])[O-].[K+].[K+].O1CCO[CH2:19][CH2:18]1. The catalyst is O.CC(C)([P](C(C)(C)C)([Pd][P](C(C)(C)C)(C(C)(C)C)C(C)(C)C)C(C)(C)C)C. The product is [CH:18]([C:2]1[O:6][C:5]([C:7]([O:9][CH3:10])=[O:8])=[CH:4][CH:3]=1)=[CH2:19]. The yield is 0.580. (4) The reactants are [CH2:1]([O:8][C:9]1[C:24]([CH3:25])=[N:23][CH:22]=[CH:21][C:10]=1[C:11](OCC1C=CC=CC=1)=[O:12])[C:2]1[CH:7]=[CH:6][CH:5]=[CH:4][CH:3]=1.[H-].C([Al+]CC(C)C)C(C)C.O.O.O.O.O.O.O.O.O.O.[O-]S([O-])(=O)=O.[Na+].[Na+]. The catalyst is O1CCCC1.CCCCCC. The yield is 0.870. The product is [CH2:1]([O:8][C:9]1[C:24]([CH3:25])=[N:23][CH:22]=[CH:21][C:10]=1[CH2:11][OH:12])[C:2]1[CH:3]=[CH:4][CH:5]=[CH:6][CH:7]=1. (5) The reactants are [Si:1]([O:8][CH2:9][C:10]1[CH:11]=[C:12]([CH:24]=[C:25]([CH2:27][O:28][Si:29]([C:32]([CH3:35])([CH3:34])[CH3:33])([CH3:31])[CH3:30])[CH:26]=1)[NH:13][CH2:14][CH2:15][O:16][CH2:17][CH2:18][O:19][CH2:20][CH2:21][O:22][CH3:23])([C:4]([CH3:7])([CH3:6])[CH3:5])([CH3:3])[CH3:2].[CH3:36][C:37]([S:44][S:45][CH3:46])([CH3:43])[CH2:38][CH2:39][C:40](O)=[O:41].C(Cl)CCl. The catalyst is ClCCl.CN(C1C=CN=CC=1)C.O. The product is [Si:1]([O:8][CH2:9][C:10]1[CH:11]=[C:12]([N:13]([CH2:14][CH2:15][O:16][CH2:17][CH2:18][O:19][CH2:20][CH2:21][O:22][CH3:23])[C:40](=[O:41])[CH2:39][CH2:38][C:37]([CH3:43])([S:44][S:45][CH3:46])[CH3:36])[CH:24]=[C:25]([CH2:27][O:28][Si:29]([C:32]([CH3:35])([CH3:34])[CH3:33])([CH3:30])[CH3:31])[CH:26]=1)([C:4]([CH3:5])([CH3:7])[CH3:6])([CH3:3])[CH3:2]. The yield is 0.480. (6) The reactants are [CH2:1]([O:8][C:9]1[CH:17]=[CH:16][C:12]([C:13](O)=[O:14])=[CH:11][C:10]=1[C:18]([NH:20][C:21]1[CH:26]=[C:25]([C:27]([F:30])([F:29])[F:28])[CH:24]=[C:23]([C:31]([F:34])([F:33])[F:32])[CH:22]=1)=[O:19])[C:2]1[CH:7]=[CH:6][CH:5]=[CH:4][CH:3]=1.[CH2:35]([CH:42]1[CH2:47][CH2:46][NH:45][CH2:44][CH2:43]1)[C:36]1[CH:41]=[CH:40][CH:39]=[CH:38][CH:37]=1. No catalyst specified. The product is [CH2:1]([O:8][C:9]1[CH:17]=[CH:16][C:12]([C:13]([N:45]2[CH2:46][CH2:47][CH:42]([CH2:35][C:36]3[CH:41]=[CH:40][CH:39]=[CH:38][CH:37]=3)[CH2:43][CH2:44]2)=[O:14])=[CH:11][C:10]=1[C:18]([NH:20][C:21]1[CH:22]=[C:23]([C:31]([F:34])([F:32])[F:33])[CH:24]=[C:25]([C:27]([F:28])([F:30])[F:29])[CH:26]=1)=[O:19])[C:2]1[CH:3]=[CH:4][CH:5]=[CH:6][CH:7]=1. The yield is 0.767. (7) The reactants are [CH3:1][C:2]1[N:7]=[C:6]([C:8]2[S:12][C:11]([NH2:13])=[N:10][C:9]=2[C:14]2[CH:19]=[CH:18][CH:17]=[C:16]([CH3:20])[CH:15]=2)[CH:5]=[CH:4][N:3]=1.[C:21]1([N:27]=[C:28]=[O:29])[CH:26]=[CH:25][CH:24]=[CH:23][CH:22]=1.C(=O)([O-])O.[Na+]. The catalyst is CN(C)C(=O)C. The product is [CH3:1][C:2]1[N:7]=[C:6]([C:8]2[S:12][C:11]([NH:13][C:28]([NH:27][C:21]3[CH:26]=[CH:25][CH:24]=[CH:23][CH:22]=3)=[O:29])=[N:10][C:9]=2[C:14]2[CH:19]=[CH:18][CH:17]=[C:16]([CH3:20])[CH:15]=2)[CH:5]=[CH:4][N:3]=1. The yield is 0.780. (8) The reactants are [Cl:1][C:2]1[CH:33]=[CH:32][C:5]([O:6][C:7]2[CH:31]=[CH:30][C:10]([C:11]([NH:13][CH:14]([CH2:18][C:19]3[CH:24]=[CH:23][C:22]([O:25][C:26]([F:29])([F:28])[F:27])=[CH:21][CH:20]=3)[C:15]([OH:17])=O)=[O:12])=[CH:9][CH:8]=2)=[CH:4][CH:3]=1.[NH2:34][CH2:35][CH2:36][OH:37]. No catalyst specified. The product is [Cl:1][C:2]1[CH:3]=[CH:4][C:5]([O:6][C:7]2[CH:31]=[CH:30][C:10]([C:11]([NH:13][CH:14]([CH2:18][C:19]3[CH:20]=[CH:21][C:22]([O:25][C:26]([F:27])([F:29])[F:28])=[CH:23][CH:24]=3)[C:15]([NH:34][CH2:35][CH2:36][OH:37])=[O:17])=[O:12])=[CH:9][CH:8]=2)=[CH:32][CH:33]=1. The yield is 0.830.